This data is from HIV replication inhibition screening data with 41,000+ compounds from the AIDS Antiviral Screen. The task is: Binary Classification. Given a drug SMILES string, predict its activity (active/inactive) in a high-throughput screening assay against a specified biological target. (1) The drug is Cc1cc2cc3ccc(Cl)nn3c2nn1. The result is 0 (inactive). (2) The molecule is CC(=O)Nc1nc(N)nc(NC(C)=O)c1N=O. The result is 0 (inactive). (3) The molecule is Cc1ccc2c(c1)nc1n2C(c2c(F)cccc2F)SC1. The result is 0 (inactive). (4) The molecule is CC1(C)CC(=O)C(CC2C(=O)CCCC2=O)C(=O)C1. The result is 0 (inactive). (5) The compound is CC1=C(C(=O)NC(C)(C)C)CC(C(=O)NC(C)(C)C)C(C)N1. The result is 0 (inactive). (6) The molecule is O=C(c1ccccc1)N1C(=S)N(c2ccccn2)C(=Nc2ccccc2)C1=Nc1ccccc1. The result is 0 (inactive).